Dataset: Full USPTO retrosynthesis dataset with 1.9M reactions from patents (1976-2016). Task: Predict the reactants needed to synthesize the given product. (1) Given the product [C:30]([CH2:32][C:33]([N:1]1[CH2:2][CH:3]([CH2:5][NH:6][C:7]2[N:12]3[CH:13]=[CH:14][N:15]=[C:11]3[C:10]([C:16]([NH2:18])=[O:17])=[C:9]([NH:19][C:20]3[CH:25]=[C:24]([O:26][CH3:27])[CH:23]=[C:22]([O:28][CH3:29])[CH:21]=3)[N:8]=2)[CH2:4]1)=[O:34])#[N:31], predict the reactants needed to synthesize it. The reactants are: [NH:1]1[CH2:4][CH:3]([CH2:5][NH:6][C:7]2[N:12]3[CH:13]=[CH:14][N:15]=[C:11]3[C:10]([C:16]([NH2:18])=[O:17])=[C:9]([NH:19][C:20]3[CH:25]=[C:24]([O:26][CH3:27])[CH:23]=[C:22]([O:28][CH3:29])[CH:21]=3)[N:8]=2)[CH2:2]1.[C:30]([CH2:32][C:33](O)=[O:34])#[N:31].CN(C(ON1N=NC2C=CC=NC1=2)=[N+](C)C)C.F[P-](F)(F)(F)(F)F.CCN(C(C)C)C(C)C. (2) The reactants are: [OH:1][C:2]1[CH:7]=[CH:6][C:5]([N+:8]([O-:10])=[O:9])=[CH:4][N:3]=1.[CH:11]1([CH2:14]Br)[CH2:13][CH2:12]1. Given the product [CH:11]1([CH2:14][O:1][C:2]2[CH:7]=[CH:6][C:5]([N+:8]([O-:10])=[O:9])=[CH:4][N:3]=2)[CH2:13][CH2:12]1, predict the reactants needed to synthesize it. (3) Given the product [CH:1]1([NH:7][C:8]2[C:13]([C:14]([NH2:30])=[O:15])=[CH:12][N:11]=[C:10]3[N:17]([CH2:20][O:21][CH2:22][CH2:23][Si:24]([CH3:27])([CH3:25])[CH3:26])[CH:18]=[CH:19][C:9]=23)[CH2:2][CH2:3][CH2:4][CH2:5][CH2:6]1, predict the reactants needed to synthesize it. The reactants are: [CH:1]1([NH:7][C:8]2[C:13]([C:14](O)=[O:15])=[CH:12][N:11]=[C:10]3[N:17]([CH2:20][O:21][CH2:22][CH2:23][Si:24]([CH3:27])([CH3:26])[CH3:25])[CH:18]=[CH:19][C:9]=23)[CH2:6][CH2:5][CH2:4][CH2:3][CH2:2]1.Cl.C[N:30](C)CCCN=C=NCC.ON1C2C=CC=CC=2N=N1.N.CO.[Cl-].[NH4+]. (4) Given the product [CH3:14][C:12]1([CH3:15])[CH2:13][NH:8][C@H:9]([CH2:16][CH2:17][OH:18])[CH2:10][O:11]1, predict the reactants needed to synthesize it. The reactants are: C([N:8]1[CH2:13][C:12]([CH3:15])([CH3:14])[O:11][CH2:10][C@H:9]1[CH2:16][CH2:17][OH:18])C1C=CC=CC=1. (5) Given the product [F:36][C:2]([F:1])([F:35])[C:3]1[CH:4]=[CH:5][C:6]([C:9]2[CH:10]=[C:11]([CH:32]=[CH:33][CH:34]=2)[CH2:12][O:13][C:14]2[CH:15]=[CH:16][C:17]([CH:20]([C:27]3[O:31][N:30]=[CH:29][CH:28]=3)[CH2:21][C:22]([OH:24])=[O:23])=[CH:18][CH:19]=2)=[CH:7][CH:8]=1, predict the reactants needed to synthesize it. The reactants are: [F:1][C:2]([F:36])([F:35])[C:3]1[CH:8]=[CH:7][C:6]([C:9]2[CH:10]=[C:11]([CH:32]=[CH:33][CH:34]=2)[CH2:12][O:13][C:14]2[CH:19]=[CH:18][C:17]([CH:20]([C:27]3[O:31][N:30]=[CH:29][CH:28]=3)[CH2:21][C:22]([O:24]CC)=[O:23])=[CH:16][CH:15]=2)=[CH:5][CH:4]=1.O.Cl. (6) Given the product [CH:1]([N:14]1[C:22]2[C:17](=[CH:18][C:19]([Cl:23])=[CH:20][CH:21]=2)[C:16]([CH2:51][CH2:50][CH2:49][C:46]2[CH:47]=[CH:48][C:43]([C:42]([OH:53])=[O:41])=[CH:44][CH:45]=2)=[C:15]1[CH2:24][CH2:25][NH:26][S:27]([CH2:30][C:31]1[C:36]([CH3:37])=[CH:35][CH:34]=[CH:33][C:32]=1[CH3:38])(=[O:29])=[O:28])([C:2]1[CH:3]=[CH:4][CH:5]=[CH:6][CH:7]=1)[C:8]1[CH:9]=[CH:10][CH:11]=[CH:12][CH:13]=1, predict the reactants needed to synthesize it. The reactants are: [CH:1]([N:14]1[C:22]2[C:17](=[CH:18][C:19]([Cl:23])=[CH:20][CH:21]=2)[CH:16]=[C:15]1[CH2:24][CH2:25][NH:26][S:27]([CH2:30][C:31]1[C:36]([CH3:37])=[CH:35][CH:34]=[CH:33][C:32]=1[CH3:38])(=[O:29])=[O:28])([C:8]1[CH:13]=[CH:12][CH:11]=[CH:10][CH:9]=1)[C:2]1[CH:7]=[CH:6][CH:5]=[CH:4][CH:3]=1.C([O:41][C:42](=[O:53])[C:43]1[CH:48]=[CH:47][C:46]([CH2:49][CH2:50][CH:51]=O)=[CH:45][CH:44]=1)C.C([SiH](CC)CC)C.B(F)(F)F.CCOCC.FC(F)(F)C(O)=O.[OH-].[Na+].C(O)(=O)C. (7) Given the product [CH3:18][O:17][CH2:16][CH2:15][N:4]1[C:3](=[O:19])[C:2]([NH:26][CH:23]2[CH2:24][CH2:25][O:20][CH2:21][CH2:22]2)=[C:6]([C:7]2[CH:12]=[CH:11][CH:10]=[CH:9][CH:8]=2)[S:5]1(=[O:14])=[O:13], predict the reactants needed to synthesize it. The reactants are: Cl[C:2]1[C:3](=[O:19])[N:4]([CH2:15][CH2:16][O:17][CH3:18])[S:5](=[O:14])(=[O:13])[C:6]=1[C:7]1[CH:12]=[CH:11][CH:10]=[CH:9][CH:8]=1.[O:20]1[CH2:25][CH2:24][CH:23]([NH2:26])[CH2:22][CH2:21]1. (8) Given the product [F:1][C:2]([F:16])([F:17])[C:3]1[CH:8]=[CH:7][C:6]([C:9]([F:10])([F:11])[F:12])=[CH:5][C:4]=1[C@H:13]([NH:15][C:47]([C:43]1[CH:42]=[C:41]2[C:46](=[CH:45][CH:44]=1)[N:38]([CH2:37][C:34]1[CH:33]=[CH:32][C:31]([C:26]3[C:25]([C:23]([OH:24])=[O:22])=[CH:30][CH:29]=[CH:28][CH:27]=3)=[CH:36][CH:35]=1)[C:39]([CH3:51])=[C:40]2[CH3:50])=[O:48])[CH3:14], predict the reactants needed to synthesize it. The reactants are: [F:1][C:2]([F:17])([F:16])[C:3]1[CH:8]=[CH:7][C:6]([C:9]([F:12])([F:11])[F:10])=[CH:5][C:4]=1[C@H:13]([NH2:15])[CH3:14].C([O:22][C:23]([C:25]1[CH:30]=[CH:29][CH:28]=[CH:27][C:26]=1[C:31]1[CH:36]=[CH:35][C:34]([CH2:37][N:38]2[C:46]3[C:41](=[CH:42][C:43]([C:47](O)=[O:48])=[CH:44][CH:45]=3)[C:40]([CH3:50])=[C:39]2[CH3:51])=[CH:33][CH:32]=1)=[O:24])(C)(C)C. (9) Given the product [CH:18]([C:2]1[CH:7]=[CH:6][C:5]([S:8]([C:11]2[CH:16]=[CH:15][CH:14]=[CH:13][C:12]=2[F:17])(=[O:10])=[O:9])=[CH:4][N:3]=1)=[CH2:19], predict the reactants needed to synthesize it. The reactants are: Cl[C:2]1[CH:7]=[CH:6][C:5]([S:8]([C:11]2[CH:16]=[CH:15][CH:14]=[CH:13][C:12]=2[F:17])(=[O:10])=[O:9])=[CH:4][N:3]=1.[CH2:18]([Sn](CCCC)(CCCC)C=C)[CH2:19]CC. (10) Given the product [Br:1][C:2]1[CH:3]=[CH:4][C:5]([C:10]2[CH:11]=[CH:12][CH:13]=[CH:14][C:9]=2[CH3:15])=[N:6][CH:7]=1, predict the reactants needed to synthesize it. The reactants are: [Br:1][C:2]1[CH:3]=[CH:4][C:5](I)=[N:6][CH:7]=1.[C:9]1([CH3:15])[CH:14]=[CH:13][CH:12]=[CH:11][CH:10]=1.